From a dataset of CYP2C9 inhibition data for predicting drug metabolism from PubChem BioAssay. Regression/Classification. Given a drug SMILES string, predict its absorption, distribution, metabolism, or excretion properties. Task type varies by dataset: regression for continuous measurements (e.g., permeability, clearance, half-life) or binary classification for categorical outcomes (e.g., BBB penetration, CYP inhibition). Dataset: cyp2c9_veith. (1) The molecule is CN(Cc1ccco1)c1cc(-c2cccnc2)ncn1. The result is 0 (non-inhibitor). (2) The molecule is O=S(=O)(O)n1ccnc1.c1c[nH]cn1. The result is 0 (non-inhibitor). (3) The drug is O=C(Oc1ccccc1)N1CCC[C@@]2(CCN(c3ncccn3)C2)C1. The result is 1 (inhibitor). (4) The result is 0 (non-inhibitor). The compound is CNCCc1cnc[nH]1. (5) The molecule is Cc1cc(C)c(S(=O)(=O)Nc2ccccc2C(F)(F)F)c(C)c1. The result is 0 (non-inhibitor).